Dataset: TCR-epitope binding with 47,182 pairs between 192 epitopes and 23,139 TCRs. Task: Binary Classification. Given a T-cell receptor sequence (or CDR3 region) and an epitope sequence, predict whether binding occurs between them. (1) The TCR CDR3 sequence is CASSQDSGTRANNEQFF. Result: 1 (the TCR binds to the epitope). The epitope is LLQTGIHVRVSQPSL. (2) The epitope is MPASWVMRI. The TCR CDR3 sequence is CASRGQGAQPQHF. Result: 0 (the TCR does not bind to the epitope).